Dataset: Reaction yield outcomes from USPTO patents with 853,638 reactions. Task: Predict the reaction yield, written as a fraction of the theoretical maximum amount of product (1.0 means a 100% yield; for example, 0.34 means a 34% yield). (1) The reactants are [C:1]([C:4]1[S:8][CH:7]=[N:6][CH:5]=1)(=[O:3])[CH3:2].[C:9](OCC)(=[O:15])[C:10]([O:12][CH2:13][CH3:14])=[O:11].O.C(OCC)C. The catalyst is O1CCCC1.C[Si]([N-][Si](C)(C)C)(C)C.[Li+]. The product is [CH2:13]([O:12][C:10](=[O:11])[C:9](=[O:15])[CH2:2][C:1]([C:4]1[S:8][CH:7]=[N:6][CH:5]=1)=[O:3])[CH3:14]. The yield is 0.800. (2) The reactants are [CH3:1][CH:2]([CH3:10])[CH2:3][CH2:4][C:5]([O:7]CC)=O.[NH2:11][CH2:12][CH2:13][OH:14].C(O)C. The catalyst is C(OCC)(=O)C. The product is [OH:14][CH2:13][CH2:12][NH:11][C:5](=[O:7])[CH2:4][CH2:3][CH:2]([CH3:1])[CH3:10]. The yield is 0.420. (3) The reactants are [Si:1]([O:8][CH2:9][CH2:10][C:11]1[N:16]=[C:15]([CH3:17])[C:14]([NH2:18])=[CH:13][CH:12]=1)([C:4]([CH3:7])([CH3:6])[CH3:5])([CH3:3])[CH3:2].N1C=CC=CC=1.Cl[C:26]([O:28][C:29]1[CH:34]=[CH:33][CH:32]=[CH:31][CH:30]=1)=[O:27]. The catalyst is CC(C)=O. The product is [Si:1]([O:8][CH2:9][CH2:10][C:11]1[N:16]=[C:15]([CH3:17])[C:14]([NH:18][C:26](=[O:27])[O:28][C:29]2[CH:34]=[CH:33][CH:32]=[CH:31][CH:30]=2)=[CH:13][CH:12]=1)([C:4]([CH3:6])([CH3:5])[CH3:7])([CH3:3])[CH3:2]. The yield is 0.480. (4) The reactants are [C:1]([O:5][C:6]([CH2:8][CH2:9][N:10]([CH2:34][C:35]1[CH:43]=[CH:42][C:38]([C:39]([OH:41])=[O:40])=[CH:37][CH:36]=1)[C:11](=[O:33])[CH2:12][CH2:13][CH2:14][CH2:15][CH2:16][CH2:17][CH2:18][CH2:19][CH2:20][CH2:21][CH2:22][CH2:23][CH2:24][CH2:25][C:26]([O:28][C:29]([CH3:32])([CH3:31])[CH3:30])=[O:27])=[O:7])([CH3:4])([CH3:3])[CH3:2].C(N(C(C)C)CC)(C)C.[B-](F)(F)(F)F.CN(C(O[N:66]1[C:71](=[O:72])[CH2:70][CH2:69][C:67]1=[O:68])=[N+](C)C)C. The product is [O:68]=[C:67]1[CH2:69][CH2:70][C:71](=[O:72])[N:66]1[O:40][C:39](=[O:41])[C:38]1[CH:37]=[CH:36][C:35]([CH2:34][N:10]([CH2:9][CH2:8][C:6]([O:5][C:1]([CH3:2])([CH3:3])[CH3:4])=[O:7])[C:11](=[O:33])[CH2:12][CH2:13][CH2:14][CH2:15][CH2:16][CH2:17][CH2:18][CH2:19][CH2:20][CH2:21][CH2:22][CH2:23][CH2:24][CH2:25][C:26]([O:28][C:29]([CH3:30])([CH3:31])[CH3:32])=[O:27])=[CH:43][CH:42]=1. The catalyst is C1COCC1. The yield is 0.870. (5) The reactants are [F:1][C:2]1[C:3]([N:17]=[CH:18][N:19]([CH3:21])[CH3:20])=[N:4][C:5](=[O:16])[N:6](CC2C=CC(C)=CC=2)[CH:7]=1. The catalyst is CCO.[Cl-].[Zn+2].[Cl-]. The product is [F:1][C:2]1[C:3]([N:17]=[CH:18][N:19]([CH3:21])[CH3:20])=[N:4][C:5]([OH:16])=[N:6][CH:7]=1. The yield is 0.780. (6) The reactants are N1C2C[C@H:7]([CH2:10][OH:11])[CH2:6][C:5]=2[CH:4]=CC=1.C([N:14]([CH2:17][CH3:18])[CH2:15][CH3:16])C.[CH3:19][S:20](Cl)(=[O:22])=[O:21]. The catalyst is ClCCl.O. The product is [N:14]1[C:15]2[CH2:16][CH2:4][CH2:5][C:6]=2[C:7]([CH2:10][O:11][S:20]([CH3:19])(=[O:22])=[O:21])=[CH:18][CH:17]=1. The yield is 1.00.